Task: Predict the reaction yield, written as a fraction of the theoretical maximum amount of product (1.0 means a 100% yield; for example, 0.34 means a 34% yield).. Dataset: Reaction yield outcomes from USPTO patents with 853,638 reactions (1) The reactants are Cl[C:2]1[CH:3]=[C:4]([CH:13]=[CH:14][C:15]=1[Cl:16])[C:5]([NH:7][NH:8][C:9](=[O:12])[CH2:10][Cl:11])=O.P(Cl)(Cl)([Cl:19])=O. The catalyst is C(#N)C. The product is [Cl:11][CH2:10][C:9]1[O:12][C:5]([C:4]2[CH:13]=[CH:14][C:15]([Cl:16])=[CH:2][C:3]=2[Cl:19])=[N:7][N:8]=1. The yield is 0.780. (2) The reactants are Cl[C:2]1[C:7]([N+:8]([O-:10])=[O:9])=[CH:6][CH:5]=[C:4]([Cl:11])[N:3]=1.C(N(CC)CC)C.[CH2:19]([N:22]([CH2:35][CH2:36][CH3:37])[C:23]1[S:24][CH:25]=[C:26]([C:28]2[CH:34]=[CH:33][C:31]([NH2:32])=[CH:30][CH:29]=2)[N:27]=1)[CH2:20][CH3:21]. The catalyst is CO. The product is [CH2:35]([N:22]([CH2:19][CH2:20][CH3:21])[C:23]1[S:24][CH:25]=[C:26]([C:28]2[CH:29]=[CH:30][C:31]([NH:32][C:2]3[C:7]([N+:8]([O-:10])=[O:9])=[CH:6][CH:5]=[C:4]([Cl:11])[N:3]=3)=[CH:33][CH:34]=2)[N:27]=1)[CH2:36][CH3:37]. The yield is 0.810. (3) The reactants are [CH3:1][O:2][C:3]1[CH:49]=[CH:48][C:6]([CH2:7][N:8]2[C:12]3=[N:13][CH:14]=[CH:15][C:16]([O:17][C:18]4[CH:23]=[CH:22][C:21]([NH:24][C:25]([C:27]5[C:28](=[O:40])[N:29]([C:33]6[CH:38]=[CH:37][C:36]([F:39])=[CH:35][CH:34]=6)[N:30]=[CH:31][CH:32]=5)=[O:26])=[CH:20][C:19]=4[F:41])=[C:11]3[C:10]([CH:42]3[CH2:47][CH2:46][NH:45][CH2:44][CH2:43]3)=[N:9]2)=[CH:5][CH:4]=1.C=O.[C:52](O[BH-](OC(=O)C)OC(=O)C)(=O)C.[Na+]. The catalyst is C(Cl)Cl. The product is [F:41][C:19]1[CH:20]=[C:21]([NH:24][C:25]([C:27]2[C:28](=[O:40])[N:29]([C:33]3[CH:38]=[CH:37][C:36]([F:39])=[CH:35][CH:34]=3)[N:30]=[CH:31][CH:32]=2)=[O:26])[CH:22]=[CH:23][C:18]=1[O:17][C:16]1[CH:15]=[CH:14][N:13]=[C:12]2[N:8]([CH2:7][C:6]3[CH:5]=[CH:4][C:3]([O:2][CH3:1])=[CH:49][CH:48]=3)[N:9]=[C:10]([CH:42]3[CH2:47][CH2:46][N:45]([CH3:52])[CH2:44][CH2:43]3)[C:11]=12. The yield is 0.798. (4) The reactants are [Cl:1][C:2]1[CH:7]=[C:6]([F:8])[CH:5]=[CH:4][C:3]=1[CH2:9][CH2:10][CH2:11][NH2:12].[CH:13]1([C:20]2[CH:29]=[CH:28][C:23]3[NH:24][C:25](=[O:27])[O:26][C:22]=3[CH:21]=2)[CH2:18][CH2:17][C:16](=O)[CH2:15][CH2:14]1. No catalyst specified. The product is [Cl:1][C:2]1[CH:7]=[C:6]([F:8])[CH:5]=[CH:4][C:3]=1[CH2:9][CH2:10][CH2:11][NH:12][C@H:16]1[CH2:17][CH2:18][C@H:13]([C:20]2[CH:29]=[CH:28][C:23]3[NH:24][C:25](=[O:27])[O:26][C:22]=3[CH:21]=2)[CH2:14][CH2:15]1. The yield is 0.210.